From a dataset of Full USPTO retrosynthesis dataset with 1.9M reactions from patents (1976-2016). Predict the reactants needed to synthesize the given product. Given the product [ClH:1].[N:2]12[CH2:7][CH2:6][CH:5]([CH2:8][CH2:9]1)[C@H:4]([NH:10][C:11]([C:13]1[O:14][C:15]3[C:21]([C:22]4[CH:30]=[CH:29][CH:28]=[C:24]([C:25]([NH:35][CH2:31][CH:32]([CH3:34])[CH3:33])=[O:27])[CH:23]=4)=[CH:20][CH:19]=[CH:18][C:16]=3[CH:17]=1)=[O:12])[CH2:3]2, predict the reactants needed to synthesize it. The reactants are: [ClH:1].[N:2]12[CH2:9][CH2:8][CH:5]([CH2:6][CH2:7]1)[C@H:4]([NH:10][C:11]([C:13]1[O:14][C:15]3[C:21]([C:22]4[CH:23]=[C:24]([CH:28]=[CH:29][CH:30]=4)[C:25]([OH:27])=O)=[CH:20][CH:19]=[CH:18][C:16]=3[CH:17]=1)=[O:12])[CH2:3]2.[CH2:31]([NH2:35])[CH:32]([CH3:34])[CH3:33].